From a dataset of Reaction yield outcomes from USPTO patents with 853,638 reactions. Predict the reaction yield, written as a fraction of the theoretical maximum amount of product (1.0 means a 100% yield; for example, 0.34 means a 34% yield). The reactants are [CH3:1][CH2:2][O:3][C:4]([C:6]1[CH:11]([C:12]2[CH:13]=[CH:14][CH:15]=[CH:16][C:17]=2[Cl:18])[C:10]([C:19]([O:21][CH3:22])=[O:20])=[C:9]([CH3:23])[NH:8][C:7]=1[CH2:24][O:25][CH2:26][CH2:27][NH2:28])=[O:5].[C:29]12([CH2:39][S:40]([OH:43])(=[O:42])=[O:41])[C:36]([CH3:38])([CH3:37])[CH:33]([CH2:34][CH2:35]1)[CH2:32][C:30]2=[O:31]. The catalyst is CO. The product is [CH3:1][CH2:2][O:3][C:4]([C:6]1[CH:11]([C:12]2[C:17]([Cl:18])=[CH:16][CH:15]=[CH:14][CH:13]=2)[C:10]([C:19]([O:21][CH3:22])=[O:20])=[C:9]([CH3:23])[NH:8][C:7]=1[CH2:24][O:25][CH2:26][CH2:27][NH2:28])=[O:5].[CH3:37][C:36]1([CH3:38])[C@:29]2([CH2:39][S:40]([OH:43])(=[O:42])=[O:41])[C:30]([CH2:32][C@H:33]1[CH2:34][CH2:35]2)=[O:31]. The yield is 0.832.